This data is from Catalyst prediction with 721,799 reactions and 888 catalyst types from USPTO. The task is: Predict which catalyst facilitates the given reaction. (1) Reactant: [CH3:1][S:2]([C:5]1[CH:10]=[CH:9][C:8]([N:11]2[CH2:16][CH2:15][NH:14][CH2:13][CH2:12]2)=[CH:7][CH:6]=1)(=[O:4])=[O:3].[C:17]([O:21][C:22]([N:24]1[CH2:29][CH2:28][CH:27]([C:30](=[O:33])[CH2:31]Br)[CH2:26][CH2:25]1)=[O:23])([CH3:20])([CH3:19])[CH3:18].C([O-])([O-])=O.[K+].[K+].CCOC(C)=O. Product: [C:17]([O:21][C:22]([N:24]1[CH2:29][CH2:28][CH:27]([C:30](=[O:33])[CH2:31][N:14]2[CH2:15][CH2:16][N:11]([C:8]3[CH:7]=[CH:6][C:5]([S:2]([CH3:1])(=[O:3])=[O:4])=[CH:10][CH:9]=3)[CH2:12][CH2:13]2)[CH2:26][CH2:25]1)=[O:23])([CH3:20])([CH3:18])[CH3:19]. The catalyst class is: 23. (2) Reactant: Cl[C:2]1[C:11]2=[N:12][N:13]([CH2:16][CH2:17][CH3:18])[C:14]([CH3:15])=[C:10]2[C:9]2[CH:8]=[CH:7][CH:6]=[CH:5][C:4]=2[N:3]=1.[NH3:19]. Product: [CH3:15][C:14]1[N:13]([CH2:16][CH2:17][CH3:18])[N:12]=[C:11]2[C:10]=1[C:9]1[CH:8]=[CH:7][CH:6]=[CH:5][C:4]=1[N:3]=[C:2]2[NH2:19]. The catalyst class is: 5. (3) Reactant: [N+:1]([C:4]1[CH:12]=[C:11]2[C:7]([C:8]([C:13]3[CH2:18][CH2:17][CH:16]([NH:19][CH2:20][CH2:21][CH3:22])[CH2:15][CH:14]=3)=[CH:9][NH:10]2)=[CH:6][CH:5]=1)([O-:3])=[O:2].CCN(CC)CC.[CH3:30][C:31]([O:34][C:35](O[C:35]([O:34][C:31]([CH3:33])([CH3:32])[CH3:30])=[O:36])=[O:36])([CH3:33])[CH3:32]. Product: [N+:1]([C:4]1[CH:12]=[C:11]2[C:7]([C:8]([C:13]3[CH2:18][CH2:17][CH:16]([N:19]([CH2:20][CH2:21][CH3:22])[C:35](=[O:36])[O:34][C:31]([CH3:33])([CH3:32])[CH3:30])[CH2:15][CH:14]=3)=[CH:9][NH:10]2)=[CH:6][CH:5]=1)([O-:3])=[O:2]. The catalyst class is: 12. (4) Reactant: [O:1]=[C:2]1[NH:7][CH:6]=[N:5][C:4]2[N:8]([C:11]3[CH:12]=[C:13]([CH:16]=[CH:17][CH:18]=3)[C:14]#[N:15])[CH:9]=[CH:10][C:3]1=2.[F:19][C:20]1[CH:25]=[CH:24][C:23]([C:26]([N:28]2[CH2:35][CH2:34][C:31]3([O:33][CH2:32]3)[CH2:30][CH2:29]2)=[O:27])=[CH:22][CH:21]=1.C(=O)([O-])[O-].[Cs+].[Cs+]. Product: [F:19][C:20]1[CH:25]=[CH:24][C:23]([C:26]([N:28]2[CH2:29][CH2:30][C:31]([CH2:32][N:7]3[C:2](=[O:1])[C:3]4[CH:10]=[CH:9][N:8]([C:11]5[CH:12]=[C:13]([CH:16]=[CH:17][CH:18]=5)[C:14]#[N:15])[C:4]=4[N:5]=[CH:6]3)([OH:33])[CH2:34][CH2:35]2)=[O:27])=[CH:22][CH:21]=1. The catalyst class is: 3. (5) Reactant: [CH:1]1([C:4]([N:6]2[CH2:10][CH2:9][C@H:8]([CH2:11][C:12]([NH:14][NH2:15])=[O:13])[CH2:7]2)=[O:5])[CH2:3][CH2:2]1.[Br:16][C:17]1[CH:22]=[CH:21][C:20]([N:23]=[C:24]=[O:25])=[CH:19][CH:18]=1.[N-]=C=O. Product: [Br:16][C:17]1[CH:22]=[CH:21][C:20]([NH:23][C:24]([NH:15][NH:14][C:12](=[O:13])[CH2:11][C@H:8]2[CH2:9][CH2:10][N:6]([C:4]([CH:1]3[CH2:3][CH2:2]3)=[O:5])[CH2:7]2)=[O:25])=[CH:19][CH:18]=1. The catalyst class is: 4. (6) Reactant: [Cl:1][C:2]1[S:6][C:5]([C:7]([NH:9][C:10]2([C:15]([O:17][CH3:18])=[O:16])[CH2:14][CH:13]=[CH:12][CH2:11]2)=[O:8])=[CH:4][CH:3]=1.ClC1C=CC=C(C(OO)=[O:27])C=1. Product: [Cl:1][C:2]1[S:6][C:5]([C:7]([NH:9][C:10]2([C:15]([O:17][CH3:18])=[O:16])[CH2:14][CH:13]3[O:27][CH:12]3[CH2:11]2)=[O:8])=[CH:4][CH:3]=1. The catalyst class is: 2.